Dataset: Full USPTO retrosynthesis dataset with 1.9M reactions from patents (1976-2016). Task: Predict the reactants needed to synthesize the given product. (1) Given the product [F:22][C:19]1[CH:20]=[CH:21][C:16]([CH2:15][NH:1][CH2:2][C:3]2[NH:4][C:5](=[O:13])[C:6]3[CH2:12][O:11][CH2:10][CH2:9][C:7]=3[N:8]=2)=[CH:17][CH:18]=1, predict the reactants needed to synthesize it. The reactants are: [NH2:1][CH2:2][C:3]1[NH:4][C:5](=[O:13])[C:6]2[CH2:12][O:11][CH2:10][CH2:9][C:7]=2[N:8]=1.Br[CH2:15][C:16]1[CH:21]=[CH:20][C:19]([F:22])=[CH:18][CH:17]=1.CCCCCC.CO. (2) Given the product [Br:1][C:2]1[CH:3]=[CH:4][C:5]2[N:6]([CH:8]=[C:9]([C:11](=[O:13])[N:17]([O:16][CH3:15])[CH3:18])[N:10]=2)[CH:7]=1, predict the reactants needed to synthesize it. The reactants are: [Br:1][C:2]1[CH:3]=[CH:4][C:5]2[N:6]([CH:8]=[C:9]([C:11]([OH:13])=O)[N:10]=2)[CH:7]=1.Cl.[CH3:15][O:16][NH:17][CH3:18].Cl.CN(C)CCCN=C=NCC.O.